From a dataset of Full USPTO retrosynthesis dataset with 1.9M reactions from patents (1976-2016). Predict the reactants needed to synthesize the given product. (1) Given the product [CH2:1]([O:5][CH2:6][CH2:7][O:8][C:9]1[CH:10]=[CH:11][C:12]([C:15]2[CH:16]=[CH:17][C:18]3[N:24]([CH2:25][CH:26]([CH3:27])[CH3:28])[CH2:23][CH2:22][C:21]([C:29]([NH:31][C:32]4[CH:33]=[CH:34][C:35]([S:38]([CH2:39][C:40]5[CH:45]=[CH:44][CH:43]=[CH:42][C:41]=5[O:46][CH2:47][O:48][CH3:49])=[O:59])=[CH:36][CH:37]=4)=[O:30])=[CH:20][C:19]=3[CH:50]=2)=[CH:13][CH:14]=1)[CH2:2][CH2:3][CH3:4], predict the reactants needed to synthesize it. The reactants are: [CH2:1]([O:5][CH2:6][CH2:7][O:8][C:9]1[CH:14]=[CH:13][C:12]([C:15]2[CH:16]=[CH:17][C:18]3[N:24]([CH2:25][CH:26]([CH3:28])[CH3:27])[CH2:23][CH2:22][C:21]([C:29]([NH:31][C:32]4[CH:37]=[CH:36][C:35]([S:38][CH2:39][C:40]5[CH:45]=[CH:44][CH:43]=[CH:42][C:41]=5[O:46][CH2:47][O:48][CH3:49])=[CH:34][CH:33]=4)=[O:30])=[CH:20][C:19]=3[CH:50]=2)=[CH:11][CH:10]=1)[CH2:2][CH2:3][CH3:4].ClC1C=CC=C(C(OO)=[O:59])C=1.S([O-])([O-])(=O)=S.[Na+].[Na+]. (2) Given the product [Cl:1][C:2]1[CH:3]=[CH:4][C:5]2[NH:11][C:10](=[S:36])[C@@H:9]([CH2:13][C:14]([O:16][CH2:17][CH3:18])=[O:15])[O:8][C@H:7]([C:19]3[C:20]([C:25]([F:28])([F:27])[F:26])=[N:21][CH:22]=[CH:23][CH:24]=3)[C:6]=2[CH:29]=1, predict the reactants needed to synthesize it. The reactants are: [Cl:1][C:2]1[CH:3]=[CH:4][C:5]2[NH:11][C:10](=O)[C@@H:9]([CH2:13][C:14]([O:16][CH2:17][CH3:18])=[O:15])[O:8][C@H:7]([C:19]3[C:20]([C:25]([F:28])([F:27])[F:26])=[N:21][CH:22]=[CH:23][CH:24]=3)[C:6]=2[CH:29]=1.C(=O)([O-])O.[Na+].P12(SP3(SP(SP(S3)(S1)=S)(=S)S2)=S)=[S:36]. (3) Given the product [ClH:55].[ClH:55].[C:1]([C:3]1[CH:4]=[CH:5][C:6]([CH2:7][N:8]([CH2:9][C:10]2[CH:17]=[CH:16][C:13]([C:14]#[N:15])=[C:12]([C:18]3[C:27]4[C:22](=[CH:23][CH:24]=[CH:25][CH:26]=4)[CH:21]=[CH:20][CH:19]=3)[CH:11]=2)[CH2:35][C:34]2[NH:30][CH:31]=[N:32][CH:33]=2)=[CH:28][CH:29]=1)#[N:2], predict the reactants needed to synthesize it. The reactants are: [C:1]([C:3]1[CH:29]=[CH:28][C:6]([CH2:7][NH:8][CH2:9][C:10]2[CH:17]=[CH:16][C:13]([C:14]#[N:15])=[C:12]([C:18]3[C:27]4[C:22](=[CH:23][CH:24]=[CH:25][CH:26]=4)[CH:21]=[CH:20][CH:19]=3)[CH:11]=2)=[CH:5][CH:4]=1)#[N:2].[NH:30]1[C:34]([CH:35]=O)=[CH:33][N:32]=[CH:31]1.C(O)(=O)C.C(O[BH-](OC(=O)C)OC(=O)C)(=O)C.[Na+].[Cl:55]CCCl. (4) Given the product [CH3:35][O:34][C:27]1[CH:28]=[C:29]([O:32][CH3:33])[CH:30]=[CH:31][C:26]=1[CH2:25][N:24]([CH2:2][C:3]1[C:4]([C:13]2[CH:18]=[CH:17][CH:16]=[CH:15][CH:14]=2)=[N:5][O:6][C:7]=1[C:8]([O:10][CH2:11][CH3:12])=[O:9])[CH2:23][C:22]([O:21][CH2:19][CH3:20])=[O:36], predict the reactants needed to synthesize it. The reactants are: Br[CH2:2][C:3]1[C:4]([C:13]2[CH:18]=[CH:17][CH:16]=[CH:15][CH:14]=2)=[N:5][O:6][C:7]=1[C:8]([O:10][CH2:11][CH3:12])=[O:9].[CH2:19]([O:21][C:22](=[O:36])[CH2:23][NH:24][CH2:25][C:26]1[CH:31]=[CH:30][C:29]([O:32][CH3:33])=[CH:28][C:27]=1[O:34][CH3:35])[CH3:20].C(=O)([O-])[O-].[K+].[K+].CCOC(C)=O. (5) Given the product [CH3:30][N:13]1[CH:14]=[C:15]2[C:11]([C:9](=[O:10])[NH:8][CH2:7][CH2:6][CH2:5][CH2:4][CH2:3][CH2:2][N:27]3[CH:26]=[C:25]([C:21]4[N:20]=[C:19]([C:17](=[O:18])[NH:16]2)[CH:24]=[CH:23][CH:22]=4)[CH:29]=[N:28]3)=[N:12]1, predict the reactants needed to synthesize it. The reactants are: Br[CH2:2][CH2:3][CH2:4][CH2:5][CH2:6][CH2:7][NH:8][C:9]([C:11]1[C:15]([NH:16][C:17]([C:19]2[CH:24]=[CH:23][CH:22]=[C:21]([C:25]3[CH:26]=[N:27][NH:28][CH:29]=3)[N:20]=2)=[O:18])=[CH:14][N:13]([CH3:30])[N:12]=1)=[O:10].C([O-])([O-])=O.[Cs+].[Cs+]. (6) The reactants are: [CH2:1]([O:3][C:4]1[CH:5]=[C:6](B(O)O)[CH:7]=[CH:8][CH:9]=1)[CH3:2].Br[C:14]1[CH:15]=[CH:16][C:17]([F:23])=[C:18]([N+:20]([O-:22])=[O:21])[CH:19]=1.C(=O)([O-])[O-].[Na+].[Na+].C(O)C. Given the product [F:23][C:17]1[CH:16]=[CH:15][C:14]([C:6]2[CH:7]=[CH:8][CH:9]=[C:4]([O:3][CH2:1][CH3:2])[CH:5]=2)=[CH:19][C:18]=1[N+:20]([O-:22])=[O:21], predict the reactants needed to synthesize it.